From a dataset of NCI-60 drug combinations with 297,098 pairs across 59 cell lines. Regression. Given two drug SMILES strings and cell line genomic features, predict the synergy score measuring deviation from expected non-interaction effect. (1) Drug 1: CN1CCC(CC1)COC2=C(C=C3C(=C2)N=CN=C3NC4=C(C=C(C=C4)Br)F)OC. Drug 2: CC1=CC=C(C=C1)C2=CC(=NN2C3=CC=C(C=C3)S(=O)(=O)N)C(F)(F)F. Cell line: A498. Synergy scores: CSS=13.8, Synergy_ZIP=-4.94, Synergy_Bliss=0.486, Synergy_Loewe=-5.81, Synergy_HSA=1.10. (2) Drug 1: C1=CC(=C2C(=C1NCCNCCO)C(=O)C3=C(C=CC(=C3C2=O)O)O)NCCNCCO. Drug 2: N.N.Cl[Pt+2]Cl. Cell line: K-562. Synergy scores: CSS=37.2, Synergy_ZIP=-4.86, Synergy_Bliss=-10.5, Synergy_Loewe=-11.7, Synergy_HSA=-9.31. (3) Drug 1: C1CCN(CC1)CCOC2=CC=C(C=C2)C(=O)C3=C(SC4=C3C=CC(=C4)O)C5=CC=C(C=C5)O. Drug 2: C(CN)CNCCSP(=O)(O)O. Cell line: OVCAR-4. Synergy scores: CSS=-2.46, Synergy_ZIP=1.62, Synergy_Bliss=1.25, Synergy_Loewe=-2.37, Synergy_HSA=-2.62. (4) Drug 1: C1=CN(C=N1)CC(O)(P(=O)(O)O)P(=O)(O)O. Drug 2: CN(CC1=CN=C2C(=N1)C(=NC(=N2)N)N)C3=CC=C(C=C3)C(=O)NC(CCC(=O)O)C(=O)O. Cell line: RPMI-8226. Synergy scores: CSS=46.2, Synergy_ZIP=5.48, Synergy_Bliss=5.77, Synergy_Loewe=-41.7, Synergy_HSA=-0.887. (5) Drug 1: CC1=C2C(C(=O)C3(C(CC4C(C3C(C(C2(C)C)(CC1OC(=O)C(C(C5=CC=CC=C5)NC(=O)OC(C)(C)C)O)O)OC(=O)C6=CC=CC=C6)(CO4)OC(=O)C)OC)C)OC. Drug 2: CC1=C(N=C(N=C1N)C(CC(=O)N)NCC(C(=O)N)N)C(=O)NC(C(C2=CN=CN2)OC3C(C(C(C(O3)CO)O)O)OC4C(C(C(C(O4)CO)O)OC(=O)N)O)C(=O)NC(C)C(C(C)C(=O)NC(C(C)O)C(=O)NCCC5=NC(=CS5)C6=NC(=CS6)C(=O)NCCC[S+](C)C)O. Cell line: SNB-19. Synergy scores: CSS=34.3, Synergy_ZIP=-1.35, Synergy_Bliss=-3.55, Synergy_Loewe=-6.16, Synergy_HSA=-0.955.